Dataset: Reaction yield outcomes from USPTO patents with 853,638 reactions. Task: Predict the reaction yield, written as a fraction of the theoretical maximum amount of product (1.0 means a 100% yield; for example, 0.34 means a 34% yield). (1) The reactants are ClC1C=CC(SCC(O)=O)=NC=1.C[O:14][C:15](=[O:25])[CH2:16][S:17][C:18]1[C:23]([Cl:24])=[CH:22][CH:21]=[CH:20][N:19]=1. No catalyst specified. The product is [Cl:24][C:23]1[C:18]([S:17][CH2:16][C:15]([OH:25])=[O:14])=[N:19][CH:20]=[CH:21][CH:22]=1. The yield is 0.970. (2) The reactants are [OH:1][CH2:2][CH:3]1[CH2:11][C:10]2[C:5](=[CH:6][CH:7]=[CH:8][CH:9]=2)[N:4]1[C:12]([O:14][CH2:15][C:16]1[CH:21]=[CH:20][CH:19]=[CH:18][CH:17]=1)=[O:13].[I:22]N1C(=O)CCC1=O. The catalyst is CN(C=O)C. The product is [OH:1][CH2:2][CH:3]1[CH2:11][C:10]2[C:5](=[CH:6][CH:7]=[C:8]([I:22])[CH:9]=2)[N:4]1[C:12]([O:14][CH2:15][C:16]1[CH:21]=[CH:20][CH:19]=[CH:18][CH:17]=1)=[O:13]. The yield is 0.790. (3) The product is [CH3:14][O:15][C:16]1[CH:24]=[C:23]([NH:25][C:26]2[S:27][C:28]3[CH2:34][CH2:33][CH2:32][CH:31]([C:35]4[CH:40]=[CH:39][CH:38]=[CH:37][CH:36]=4)[C:29]=3[N:30]=2)[CH:22]=[CH:21][C:17]=1[C:18]#[N:20]. The yield is 0.400. The reactants are FC(F)(F)C(OC(=O)C(F)(F)F)=O.[CH3:14][O:15][C:16]1[CH:24]=[C:23]([NH:25][C:26]2[S:27][C:28]3[CH2:34][CH2:33][CH2:32][CH:31]([C:35]4[CH:40]=[CH:39][CH:38]=[CH:37][CH:36]=4)[C:29]=3[N:30]=2)[CH:22]=[CH:21][C:17]=1[C:18]([NH2:20])=O.N1C=CC=CC=1. The catalyst is O1CCOCC1. (4) The reactants are Cl[C:2]1[CH:3]=[CH:4][C:5]2[O:10][CH2:9][CH2:8][N:7]([C:11]3[S:12][C:13]4[C:19](=[O:20])[CH2:18][C:17]([CH3:22])([CH3:21])[CH2:16][C:14]=4[N:15]=3)[C:6]=2[CH:23]=1.[NH2:24][C:25]1[CH:26]=[N:27][CH:28]=[CH:29][CH:30]=1.CC(C)([O-])C.[Na+]. The catalyst is C1COCC1.C([O-])(=O)C.[Pd+2].C([O-])(=O)C. The product is [CH3:21][C:17]1([CH3:22])[CH2:16][C:14]2[N:15]=[C:11]([N:7]3[C:6]4[CH:23]=[C:2]([NH:24][C:25]5[CH:26]=[N:27][CH:28]=[CH:29][CH:30]=5)[CH:3]=[CH:4][C:5]=4[O:10][CH2:9][CH2:8]3)[S:12][C:13]=2[C:19](=[O:20])[CH2:18]1. The yield is 0.0870. (5) The yield is 0.100. The catalyst is O1CCOCC1.O.C(Cl)Cl.C1C=CC(P(C2C=CC=CC=2)[C-]2C=CC=C2)=CC=1.C1C=CC(P(C2C=CC=CC=2)[C-]2C=CC=C2)=CC=1.Cl[Pd]Cl.[Fe+2]. The reactants are Cl[C:2]1[N:7]=[C:6]([NH:8][C:9]2[CH:10]=[C:11]3[C:15](=[CH:16][CH:17]=2)[NH:14][N:13]=[CH:12]3)[C:5]([CH3:18])=[CH:4][N:3]=1.[CH:19]1([NH:22][C:23](=[O:42])[CH2:24][O:25][C:26]2[CH:31]=[CH:30][C:29]([F:32])=[C:28](B3OC(C)(C)C(C)(C)O3)[CH:27]=2)[CH2:21][CH2:20]1.CC([O-])=O.[K+]. The product is [NH:14]1[C:15]2[C:11](=[CH:10][C:9]([NH:8][C:6]3[C:5]([CH3:18])=[CH:4][N:3]=[C:2]([C:28]4[CH:27]=[C:26]([CH:31]=[CH:30][C:29]=4[F:32])[O:25][CH2:24][C:23]([NH:22][CH:19]4[CH2:20][CH2:21]4)=[O:42])[N:7]=3)=[CH:17][CH:16]=2)[CH:12]=[N:13]1. (6) The reactants are [C:1]([C:5]1[N:6]([CH2:32][CH2:33][NH:34]C(=O)OC(C)(C)C)[C:7]2[C:12]([CH:13]=1)=[CH:11][C:10]([NH:14][C:15]([C:17]1([C:20]3[CH:30]=[CH:29][C:23]4[O:24][C:25]([F:28])([F:27])[O:26][C:22]=4[CH:21]=3)[CH2:19][CH2:18]1)=[O:16])=[C:9]([F:31])[CH:8]=2)([CH3:4])([CH3:3])[CH3:2].FC(F)(F)C(O)=O. The catalyst is ClCCl. The product is [NH2:34][CH2:33][CH2:32][N:6]1[C:7]2[C:12](=[CH:11][C:10]([NH:14][C:15]([C:17]3([C:20]4[CH:30]=[CH:29][C:23]5[O:24][C:25]([F:28])([F:27])[O:26][C:22]=5[CH:21]=4)[CH2:18][CH2:19]3)=[O:16])=[C:9]([F:31])[CH:8]=2)[CH:13]=[C:5]1[C:1]([CH3:4])([CH3:3])[CH3:2]. The yield is 0.820. (7) The product is [C:3]([C:6]1[N:11]=[C:10]([C:12]2[CH:17]=[CH:16][C:15]([C:18]3[CH:23]=[CH:22][C:21]([CH2:24][C:25]([NH:27][C@@H:28]([CH:33]([CH3:34])[CH3:35])[C:29]([OH:31])=[O:30])=[O:26])=[CH:20][C:19]=3[Cl:36])=[CH:14][CH:13]=2)[C:9]([CH3:37])=[N:8][C:7]=1[CH3:38])(=[O:5])[NH2:4]. The yield is 0.291. The catalyst is CC(O)(C)C. The reactants are [OH-].[K+].[C:3]([C:6]1[N:11]=[C:10]([C:12]2[CH:17]=[CH:16][C:15]([C:18]3[CH:23]=[CH:22][C:21]([CH2:24][C:25]([NH:27][C@@H:28]([CH:33]([CH3:35])[CH3:34])[C:29]([O:31]C)=[O:30])=[O:26])=[CH:20][C:19]=3[Cl:36])=[CH:14][CH:13]=2)[C:9]([CH3:37])=[N:8][C:7]=1[CH3:38])(=[O:5])[NH2:4].